Dataset: Full USPTO retrosynthesis dataset with 1.9M reactions from patents (1976-2016). Task: Predict the reactants needed to synthesize the given product. (1) Given the product [CH3:1][O:2][C:3]([C:5]1[CH:15]=[C:14]([B:17]2[O:22][CH2:21][C:20]([CH3:24])([CH3:23])[CH2:19][O:18]2)[C:8]2[O:9][C:10]([F:13])([F:12])[O:11][C:7]=2[CH:6]=1)=[O:4], predict the reactants needed to synthesize it. The reactants are: [CH3:1][O:2][C:3]([C:5]1[CH:15]=[C:14](I)[C:8]2[O:9][C:10]([F:13])([F:12])[O:11][C:7]=2[CH:6]=1)=[O:4].[B:17]1([B:17]2[O:22][CH2:21][C:20]([CH3:24])([CH3:23])[CH2:19][O:18]2)[O:22][CH2:21][C:20]([CH3:24])([CH3:23])[CH2:19][O:18]1.C([O-])([O-])=O.[K+].[K+].CS(C)=O. (2) Given the product [CH3:1][C:2]1[CH:7]=[C:6]([CH3:8])[N:5]2[N:9]=[C:10]([CH2:12][OH:13])[N:11]=[C:4]2[N:3]=1, predict the reactants needed to synthesize it. The reactants are: [CH3:1][C:2]1[CH:7]=[C:6]([CH3:8])[N:5]2[N:9]=[C:10]([C:12](OC)=[O:13])[N:11]=[C:4]2[N:3]=1.[BH4-].[Na+].O.